The task is: Predict the product of the given reaction.. This data is from Forward reaction prediction with 1.9M reactions from USPTO patents (1976-2016). (1) Given the reactants [F:1][C:2]1[CH:26]=[C:25]([F:27])[CH:24]=[CH:23][C:3]=1[CH2:4][O:5][C:6]1[N:7]=[CH:8][N:9]([C:13]2[CH:14]=[C:15]([CH:19]=[CH:20][C:21]=2[CH3:22])[C:16]([OH:18])=[O:17])[C:10](=[O:12])[CH:11]=1.C1C(=O)N([Br:35])C(=O)C1, predict the reaction product. The product is: [Br:35][C:11]1[C:10](=[O:12])[N:9]([C:13]2[CH:14]=[C:15]([CH:19]=[CH:20][C:21]=2[CH3:22])[C:16]([OH:18])=[O:17])[CH:8]=[N:7][C:6]=1[O:5][CH2:4][C:3]1[CH:23]=[CH:24][C:25]([F:27])=[CH:26][C:2]=1[F:1]. (2) The product is: [CH3:1][N:2]([CH2:3][C:4]([N:6]1[CH2:11][CH2:10][S:9][C:8]2[CH:12]=[CH:13][C:14]([N+:16]([O-:18])=[O:17])=[CH:15][C:7]1=2)=[O:5])[C:26](=[O:27])[O:28][C:29]([CH3:32])([CH3:31])[CH3:30]. Given the reactants [CH3:1][NH:2][CH2:3][C:4]([N:6]1[CH2:11][CH2:10][S:9][C:8]2[CH:12]=[CH:13][C:14]([N+:16]([O-:18])=[O:17])=[CH:15][C:7]1=2)=[O:5].C(N(CC)CC)C.[C:26](O[C:26]([O:28][C:29]([CH3:32])([CH3:31])[CH3:30])=[O:27])([O:28][C:29]([CH3:32])([CH3:31])[CH3:30])=[O:27], predict the reaction product. (3) Given the reactants C[N:2]1[CH:6]=[C:5](B2OC(C)(C)C(C)(C)O2)C=N1.Br[C:17]1[CH:18]=[N:19][C:20]2[C:25]([CH:26]=1)=[C:24]([F:27])[C:23]([CH2:28][C:29]([O:31][CH3:32])=[O:30])=[C:22]([F:33])[CH:21]=2.[C:34](=O)([O-])[O-].[Na+].[Na+].O.[O:41]1[CH2:46][CH2:45]OCC1, predict the reaction product. The product is: [CH3:34][C:6]1[C:5]([C:17]2[CH:18]=[N:19][C:20]3[C:25]([CH:26]=2)=[C:24]([F:27])[C:23]([CH2:28][C:29]([O:31][CH3:32])=[O:30])=[C:22]([F:33])[CH:21]=3)=[C:46]([CH3:45])[O:41][N:2]=1. (4) Given the reactants Br[CH2:2][C:3]1[C:8]([CH2:9]Br)=[C:7]([Cl:11])[N:6]=[N:5][C:4]=1[Cl:12].C(=O)([O-])[O-].[Na+].[Na+].[CH:19]([NH2:22])([CH3:21])[CH3:20].CCCCCCC, predict the reaction product. The product is: [Cl:11][C:7]1[C:8]2=[CH:9][N:22]([CH:19]([CH3:21])[CH3:20])[CH:2]=[C:3]2[C:4]([Cl:12])=[N:5][N:6]=1. (5) Given the reactants C[O:2][C:3](=O)[C:4]1[CH:9]=[CH:8][C:7]([CH2:10][N:11]([C@@H:22]2[CH2:28][CH2:27][CH2:26][CH2:25][CH2:24][C@@H:23]2[C:29](=[O:31])[NH2:30])[S:12]([C:15]2[CH:20]=[CH:19][C:18]([Cl:21])=[CH:17][CH:16]=2)(=[O:14])=[O:13])=[CH:6][CH:5]=1.[CH2:33]([NH2:35])[CH3:34], predict the reaction product. The product is: [Cl:21][C:18]1[CH:19]=[CH:20][C:15]([S:12]([N:11]([CH2:10][C:7]2[CH:6]=[CH:5][C:4]([C:3](=[O:2])[NH:35][CH2:33][CH3:34])=[CH:9][CH:8]=2)[C@H:22]2[CH2:28][CH2:27][CH2:26][CH2:25][CH2:24][C@H:23]2[C:29]([NH2:30])=[O:31])(=[O:13])=[O:14])=[CH:16][CH:17]=1.